This data is from Peptide-MHC class I binding affinity with 185,985 pairs from IEDB/IMGT. The task is: Regression. Given a peptide amino acid sequence and an MHC pseudo amino acid sequence, predict their binding affinity value. This is MHC class I binding data. (1) The peptide sequence is KTYQPQTPI. The MHC is H-2-Db with pseudo-sequence H-2-Db. The binding affinity (normalized) is 0.242. (2) The peptide sequence is NTDDFPLTL. The MHC is HLA-A24:03 with pseudo-sequence HLA-A24:03. The binding affinity (normalized) is 0.0847. (3) The peptide sequence is KVFGRCELA. The MHC is H-2-Kb with pseudo-sequence H-2-Kb. The binding affinity (normalized) is 0.399. (4) The peptide sequence is FTLSFGNST. The MHC is HLA-A02:01 with pseudo-sequence HLA-A02:01. The binding affinity (normalized) is 0.0847.